The task is: Binary Classification. Given a T-cell receptor sequence (or CDR3 region) and an epitope sequence, predict whether binding occurs between them.. This data is from TCR-epitope binding with 47,182 pairs between 192 epitopes and 23,139 TCRs. (1) The epitope is YVLDHLIVV. The TCR CDR3 sequence is CSAIPSYLSIGEQFF. Result: 1 (the TCR binds to the epitope). (2) The epitope is ATDALMTGY. The TCR CDR3 sequence is CSAREIASSNQPQHF. Result: 1 (the TCR binds to the epitope). (3) The epitope is ELAGIGILTV. The TCR CDR3 sequence is CASSFRLAGTGELFF. Result: 1 (the TCR binds to the epitope).